The task is: Regression. Given a peptide amino acid sequence and an MHC pseudo amino acid sequence, predict their binding affinity value. This is MHC class I binding data.. This data is from Peptide-MHC class I binding affinity with 185,985 pairs from IEDB/IMGT. (1) The peptide sequence is KSNAKCIEY. The MHC is HLA-A68:01 with pseudo-sequence HLA-A68:01. The binding affinity (normalized) is 0.0650. (2) The peptide sequence is CIFAFIDFSK. The MHC is Patr-A0101 with pseudo-sequence Patr-A0101. The binding affinity (normalized) is 0.515. (3) The peptide sequence is AMDEFIQRY. The MHC is HLA-A01:01 with pseudo-sequence HLA-A01:01. The binding affinity (normalized) is 0.615. (4) The peptide sequence is RRFFPYYVY. The MHC is HLA-C07:02 with pseudo-sequence HLA-C07:02. The binding affinity (normalized) is 0.556.